From a dataset of Peptide-MHC class II binding affinity with 134,281 pairs from IEDB. Regression. Given a peptide amino acid sequence and an MHC pseudo amino acid sequence, predict their binding affinity value. This is MHC class II binding data. The peptide sequence is YESYKFIPALEAA. The MHC is DRB3_0101 with pseudo-sequence DRB3_0101. The binding affinity (normalized) is 0.155.